Dataset: CYP1A2 inhibition data for predicting drug metabolism from PubChem BioAssay. Task: Regression/Classification. Given a drug SMILES string, predict its absorption, distribution, metabolism, or excretion properties. Task type varies by dataset: regression for continuous measurements (e.g., permeability, clearance, half-life) or binary classification for categorical outcomes (e.g., BBB penetration, CYP inhibition). Dataset: cyp1a2_veith. (1) The compound is C/C(CCN1CCCCc2nc(C)c(C)cc21)=N\O[C@@H](C)c1cn([C@@H]2COC[C@@H]2O)nn1. The result is 0 (non-inhibitor). (2) The compound is CCOC(=O)CSC1=NC(=O)/C(=C\c2ccc(OC(C)=O)cc2)S1. The result is 1 (inhibitor). (3) The compound is Cc1ccc(C)c(NC(=S)c2ccccn2)c1. The result is 1 (inhibitor).